From a dataset of Full USPTO retrosynthesis dataset with 1.9M reactions from patents (1976-2016). Predict the reactants needed to synthesize the given product. (1) The reactants are: [NH2:1][C:2]([CH3:6])([CH3:5])[C:3]#[N:4].CN1CC[O:11][CH2:10][CH2:9]1.O1C=[C:17]([C:19](Cl)=[O:20])[N:16]=[N:15]1. Given the product [C:3]([C:2]([NH:1][C:19]([C:17]1[O:11][C:10]([CH3:9])=[N:15][N:16]=1)=[O:20])([CH3:6])[CH3:5])#[N:4], predict the reactants needed to synthesize it. (2) Given the product [CH2:16]([O:18][CH:19]([O:22][CH2:23][CH3:24])[C:20]1[NH:27][N:26]=[C:6]([C:2]2[S:1][CH:5]=[CH:4][CH:3]=2)[CH:21]=1)[CH3:17], predict the reactants needed to synthesize it. The reactants are: [S:1]1[CH:5]=[CH:4][CH:3]=[C:2]1[C:6](Cl)=O.C(N(CC)CC)C.[CH2:16]([O:18][CH:19]([O:22][CH2:23][CH3:24])[C:20]#[CH:21])[CH3:17].O.[NH2:26][NH2:27]. (3) Given the product [CH3:3][C:2]1[CH:8]=[C:9]2[C:14](=[CH:5][CH:1]=1)[CH:13]=[C:12]([CH:17]=[CH:17][C:12]1[C:11]([S:19][CH3:20])=[CH:10][C:9]3[C:14](=[CH:15][CH:16]=[C:7]([CH3:6])[CH:8]=3)[CH:13]=1)[C:11]([S:19][CH3:20])=[CH:10]2, predict the reactants needed to synthesize it. The reactants are: [CH2:1]1[CH2:5]O[CH2:3][CH2:2]1.[CH3:6][C:7]1[CH:8]=[C:9]2[C:14](=[CH:15][CH:16]=1)[CH:13]=[C:12]([CH:17]=O)[C:11]([S:19][CH3:20])=[CH:10]2.C(=O)([O-])[O-].[Na+].[Na+]. (4) Given the product [F:1][C:2]1[CH:27]=[CH:26][CH:25]=[C:24]([F:28])[C:3]=1[CH2:4][N:5]1[C:9]2[CH:10]=[CH:11][CH:12]=[C:13]([CH2:14][Cl:31])[C:8]=2[N:7]=[C:6]1[C:16]1[C:21]([F:22])=[CH:20][CH:19]=[CH:18][C:17]=1[F:23], predict the reactants needed to synthesize it. The reactants are: [F:1][C:2]1[CH:27]=[CH:26][CH:25]=[C:24]([F:28])[C:3]=1[CH2:4][N:5]1[C:9]2[CH:10]=[CH:11][CH:12]=[C:13]([CH2:14]O)[C:8]=2[N:7]=[C:6]1[C:16]1[C:21]([F:22])=[CH:20][CH:19]=[CH:18][C:17]=1[F:23].O=S(Cl)[Cl:31]. (5) Given the product [F:20][C:2]([F:1])([F:19])[C:3]1[CH:4]=[CH:5][C:6]([C:9]2[CH:13]=[C:12]([CH2:14][CH2:15][CH2:16][CH2:17][O:18][C:22]3[CH:27]=[CH:26][C:25]([CH2:28][CH2:29][C:30]([OH:32])=[O:31])=[CH:24][CH:23]=3)[O:11][N:10]=2)=[CH:7][CH:8]=1, predict the reactants needed to synthesize it. The reactants are: [F:1][C:2]([F:20])([F:19])[C:3]1[CH:8]=[CH:7][C:6]([C:9]2[CH:13]=[C:12]([CH2:14][CH2:15][CH2:16][CH2:17][OH:18])[O:11][N:10]=2)=[CH:5][CH:4]=1.O[C:22]1[CH:27]=[CH:26][C:25]([CH2:28][CH2:29][C:30]([O:32]C)=[O:31])=[CH:24][CH:23]=1.C1(P(C2C=CC=CC=2)C2C=CC=CC=2)C=CC=CC=1.N(C(OCC)=O)=NC(OCC)=O. (6) Given the product [NH2:21][C:18]1[CH:17]=[C:16]([CH:25]([CH3:27])[CH3:26])[C:15]([S:12]([NH:11][C:8]2[CH:9]=[CH:10][C:5]3[CH2:4][O:3][B:2]([OH:1])[C:6]=3[CH:7]=2)(=[O:13])=[O:14])=[N:20][CH:19]=1, predict the reactants needed to synthesize it. The reactants are: [OH:1][B:2]1[C:6]2[CH:7]=[C:8]([NH:11][S:12]([C:15]3[N:20]=[CH:19][C:18]([NH:21]C(=O)C)=[CH:17][C:16]=3[CH:25]([CH3:27])[CH3:26])(=[O:14])=[O:13])[CH:9]=[CH:10][C:5]=2[CH2:4][O:3]1. (7) Given the product [F:1][C:2]1[CH:7]=[C:6]([F:8])[CH:5]=[CH:4][C:3]=1[C:9]1[CH:14]=[CH:13][C:12]([C@@H:15]([N:17]2[CH2:22][CH2:21][C@:20]([CH2:30][C:31]#[N:33])([C:23]3[CH:28]=[CH:27][C:26]([F:29])=[CH:25][CH:24]=3)[O:19][C:18]2=[O:34])[CH3:16])=[CH:11][CH:10]=1, predict the reactants needed to synthesize it. The reactants are: [F:1][C:2]1[CH:7]=[C:6]([F:8])[CH:5]=[CH:4][C:3]=1[C:9]1[CH:14]=[CH:13][C:12]([C@@H:15]([N:17]2[CH2:22][CH2:21][C@:20]([CH2:30][C:31]([NH2:33])=O)([C:23]3[CH:28]=[CH:27][C:26]([F:29])=[CH:25][CH:24]=3)[O:19][C:18]2=[O:34])[CH3:16])=[CH:11][CH:10]=1.C(OC(C(F)(F)F)=O)(C(F)(F)F)=O. (8) Given the product [CH:17]1([CH2:20][N:14]2[CH2:15][CH:9]([C:3]3[CH:4]=[CH:5][CH:6]=[CH:7][CH:8]=3)[CH2:10][CH2:11][CH2:12][C:13]2=[O:16])[CH2:19][CH2:18]1, predict the reactants needed to synthesize it. The reactants are: [H-].[Na+].[C:3]1([CH:9]2[CH2:15][NH:14][C:13](=[O:16])[CH2:12][CH2:11][CH2:10]2)[CH:8]=[CH:7][CH:6]=[CH:5][CH:4]=1.[CH:17]1([CH2:20]Br)[CH2:19][CH2:18]1. (9) The reactants are: [N+:1]([C:4]1[N:5]=[C:6]2[N:11]([CH:12]=1)[CH2:10][CH2:9][C@H:8]([CH2:13][O:14][C:15]1[CH:20]=[CH:19][C:18]([N:21]3[CH2:26][CH2:25][NH:24][CH2:23][CH2:22]3)=[CH:17][CH:16]=1)[O:7]2)([O-:3])=[O:2].[F:27][C:28]([F:45])([F:44])[C:29]1[CH:30]=[CH:31][C:32]([O:35][C:36]2[CH:43]=[CH:42][C:39]([CH:40]=O)=[CH:38][CH:37]=2)=[N:33][CH:34]=1.C(O[BH-](OC(=O)C)OC(=O)C)(=O)C.[Na+].[OH-].[Na+]. Given the product [N+:1]([C:4]1[N:5]=[C:6]2[N:11]([CH:12]=1)[CH2:10][CH2:9][C@H:8]([CH2:13][O:14][C:15]1[CH:20]=[CH:19][C:18]([N:21]3[CH2:26][CH2:25][N:24]([CH2:40][C:39]4[CH:38]=[CH:37][C:36]([O:35][C:32]5[CH:31]=[CH:30][C:29]([C:28]([F:45])([F:27])[F:44])=[CH:34][N:33]=5)=[CH:43][CH:42]=4)[CH2:23][CH2:22]3)=[CH:17][CH:16]=1)[O:7]2)([O-:3])=[O:2], predict the reactants needed to synthesize it. (10) Given the product [CH3:31][S:28]([N:25]1[CH2:24][CH2:23][CH:22]([C@H:13]([C:14]2[CH:19]=[C:18]([F:20])[CH:17]=[C:16]([F:21])[CH:15]=2)[CH2:12][CH2:11][OH:10])[CH2:27][CH2:26]1)(=[O:29])=[O:30], predict the reactants needed to synthesize it. The reactants are: [H-].[Al+3].[Li+].[H-].[H-].[H-].C([O:10][C:11](=O)[CH2:12][C@H:13]([CH:22]1[CH2:27][CH2:26][N:25]([S:28]([CH3:31])(=[O:30])=[O:29])[CH2:24][CH2:23]1)[C:14]1[CH:19]=[C:18]([F:20])[CH:17]=[C:16]([F:21])[CH:15]=1)(C)C.[OH-].[Na+].